This data is from Full USPTO retrosynthesis dataset with 1.9M reactions from patents (1976-2016). The task is: Predict the reactants needed to synthesize the given product. (1) Given the product [CH3:1][CH2:2][O:3][C:4]1[C:9]([O:10][C@@H:11]([C:12]2[CH:13]=[CH:14][CH:15]=[CH:16][CH:17]=2)[C@H:18]2[O:23][CH2:22][CH2:21][NH:20][CH2:19]2)=[CH:8][CH:7]=[CH:6][CH:5]=1.[CH2:61]([C:60]([OH:67])=[O:66])[CH2:62][C:63]([OH:65])=[O:64], predict the reactants needed to synthesize it. The reactants are: [CH3:1][CH2:2][O:3][C:4]1[CH:5]=[CH:6][CH:7]=[CH:8][C:9]=1[O:10][C@H:11]([C@H:18]1[O:23][CH2:22][CH2:21][NH:20][CH2:19]1)[C:12]1[CH:13]=[CH:14][CH:15]=[CH:16][CH:17]=1.C([O-])(=O)C(C1C=CC=CC=1)O.[OH-].[Na+].CCOC1C=CC=CC=1OC(C1OCCNC1)C1C=CC=CC=1.[C:60]([OH:67])(=[O:66])[CH2:61][CH2:62][C:63]([OH:65])=[O:64]. (2) Given the product [Cl:26][C:24]1[CH:23]=[C:11]([CH:10]=[C:9]([N:6]2[CH2:5][CH2:4][CH:3]([NH:2][C:35]([C:29]3[NH:30][C:31]([CH3:34])=[C:32]([Cl:33])[C:28]=3[Cl:27])=[O:36])[CH2:8][CH2:7]2)[N:25]=1)[C:12]([NH:14][CH2:15][CH2:16][N:17]1[CH2:22][CH2:21][O:20][CH2:19][CH2:18]1)=[O:13], predict the reactants needed to synthesize it. The reactants are: Cl.[NH2:2][CH:3]1[CH2:8][CH2:7][N:6]([C:9]2[CH:10]=[C:11]([CH:23]=[C:24]([Cl:26])[N:25]=2)[C:12]([NH:14][CH2:15][CH2:16][N:17]2[CH2:22][CH2:21][O:20][CH2:19][CH2:18]2)=[O:13])[CH2:5][CH2:4]1.[Cl:27][C:28]1[C:32]([Cl:33])=[C:31]([CH3:34])[NH:30][C:29]=1[C:35](NC1CCN(C2C=CC=C(Cl)N=2)CC1)=[O:36].